From a dataset of Forward reaction prediction with 1.9M reactions from USPTO patents (1976-2016). Predict the product of the given reaction. (1) Given the reactants [F:1][C:2]([F:18])([F:17])[CH:3]([OH:16])[CH2:4][NH:5][C:6](=[O:15])[O:7][CH2:8][C:9]1[CH:14]=[CH:13][CH:12]=[CH:11][CH:10]=1.C(N(CC)CC)C.[S:26](O[S:26]([C:29]([F:32])([F:31])[F:30])(=[O:28])=[O:27])([C:29]([F:32])([F:31])[F:30])(=[O:28])=[O:27], predict the reaction product. The product is: [F:30][C:29]([F:32])([F:31])[S:26]([O:16][CH:3]([CH2:4][NH:5][C:6]([O:7][CH2:8][C:9]1[CH:10]=[CH:11][CH:12]=[CH:13][CH:14]=1)=[O:15])[C:2]([F:17])([F:18])[F:1])(=[O:28])=[O:27]. (2) Given the reactants Cl.[CH3:2][C:3]1[N:7]([CH2:8][C:9]2[CH:14]=[CH:13][N:12]=[C:11]([CH:15]3[CH2:20][CH2:19][NH:18][CH2:17][CH2:16]3)[CH:10]=2)[N:6]=[C:5]([C:21]2[O:25][N:24]=[C:23]([C:26]3[CH:31]=[CH:30][C:29]([O:32][C:33]([F:36])([F:35])[F:34])=[CH:28][CH:27]=3)[N:22]=2)[CH:4]=1.C(=O)(O)[O-].C(O)(=O)C.C(O[C:48]1(O[Si](C)(C)C)[CH2:50][CH2:49]1)C.C([BH3-])#N.[Na+], predict the reaction product. The product is: [CH:48]1([N:18]2[CH2:17][CH2:16][CH:15]([C:11]3[CH:10]=[C:9]([CH2:8][N:7]4[C:3]([CH3:2])=[CH:4][C:5]([C:21]5[O:25][N:24]=[C:23]([C:26]6[CH:27]=[CH:28][C:29]([O:32][C:33]([F:36])([F:34])[F:35])=[CH:30][CH:31]=6)[N:22]=5)=[N:6]4)[CH:14]=[CH:13][N:12]=3)[CH2:20][CH2:19]2)[CH2:50][CH2:49]1. (3) Given the reactants Cl.[F:2][C:3]([F:17])([F:16])[C:4]1[CH:5]=[C:6]([N:10]2[CH2:15][CH2:14][NH:13][CH2:12][CH2:11]2)[CH:7]=[CH:8][CH:9]=1.[C:18]1([C:26]2[CH:31]=[CH:30][CH:29]=[CH:28][CH:27]=2)[C:19]([CH:24]=O)=[CH:20][CH:21]=[CH:22][CH:23]=1.[BH-](OC(C)=O)(OC(C)=O)OC(C)=O.[Na+].C1(C2C=CC=CC=2)C=CC=CC=1CN1CCN(C2C=CC=CC=2)CC1, predict the reaction product. The product is: [C:18]1([C:26]2[CH:27]=[CH:28][CH:29]=[CH:30][CH:31]=2)[CH:23]=[CH:22][CH:21]=[CH:20][C:19]=1[CH2:24][N:13]1[CH2:14][CH2:15][N:10]([C:6]2[CH:7]=[CH:8][CH:9]=[C:4]([C:3]([F:2])([F:16])[F:17])[CH:5]=2)[CH2:11][CH2:12]1. (4) Given the reactants [C:1]([C:3]1[CH:4]=[C:5]2[C:10](=[CH:11][C:12]=1[O:13][CH2:14][CH2:15][CH2:16][C:17](O)=[O:18])[N:9]=[CH:8][CH:7]=[C:6]2[O:20][C:21]1[CH:26]=[CH:25][C:24]([NH:27][C:28]([NH:30][C:31]2[CH:36]=[CH:35][C:34]([F:37])=[CH:33][CH:32]=2)=[O:29])=[C:23]([F:38])[CH:22]=1)#[N:2].C(N=C=NCCCN(C)C)C.ON1C2C=CC=CC=2N=N1.[CH:60]1([NH2:63])[CH2:62][CH2:61]1.O.[OH-].[Na+], predict the reaction product. The product is: [C:1]([C:3]1[CH:4]=[C:5]2[C:10](=[CH:11][C:12]=1[O:13][CH2:14][CH2:15][CH2:16][C:17]([NH:63][CH:60]1[CH2:62][CH2:61]1)=[O:18])[N:9]=[CH:8][CH:7]=[C:6]2[O:20][C:21]1[CH:26]=[CH:25][C:24]([NH:27][C:28]([NH:30][C:31]2[CH:32]=[CH:33][C:34]([F:37])=[CH:35][CH:36]=2)=[O:29])=[C:23]([F:38])[CH:22]=1)#[N:2]. (5) Given the reactants Cl[C:2]1[N:11]=[C:10]([NH:12][CH2:13][CH2:14][N:15]2[CH2:19][CH2:18][CH2:17][CH2:16]2)[C:9]2[C:4](=[CH:5][CH:6]=[CH:7][CH:8]=2)[N:3]=1.[NH2:20][CH2:21][CH2:22][CH2:23][N:24]1[CH2:29][CH2:28][CH:27]([C:30]2[CH:31]=[C:32]([NH:36][C:37](=[O:39])[CH3:38])[CH:33]=[CH:34][CH:35]=2)[CH2:26][CH2:25]1, predict the reaction product. The product is: [N:15]1([CH2:14][CH2:13][NH:12][C:10]2[C:9]3[C:4](=[CH:5][CH:6]=[CH:7][CH:8]=3)[N:3]=[C:2]([NH:20][CH2:21][CH2:22][CH2:23][N:24]3[CH2:29][CH2:28][CH:27]([C:30]4[CH:31]=[C:32]([NH:36][C:37](=[O:39])[CH3:38])[CH:33]=[CH:34][CH:35]=4)[CH2:26][CH2:25]3)[N:11]=2)[CH2:19][CH2:18][CH2:17][CH2:16]1. (6) Given the reactants [Br:1][C:2]1[CH:7]=[CH:6][C:5]([N:8]2[C:12]3[C:13]([F:22])=[C:14]([F:21])[C:15]4[N:16]=[C:17]([CH3:20])[O:18][C:19]=4[C:11]=3[NH:10][C:9]2=[O:23])=[C:4]([F:24])[CH:3]=1.[CH:25]1([S:28](Cl)(=[O:30])=[O:29])[CH2:27][CH2:26]1.[H-].[Na+], predict the reaction product. The product is: [Br:1][C:2]1[CH:7]=[CH:6][C:5]([N:8]2[C:12]3[C:13]([F:22])=[C:14]([F:21])[C:15]4[N:16]=[C:17]([CH3:20])[O:18][C:19]=4[C:11]=3[N:10]([S:28]([CH:25]3[CH2:27][CH2:26]3)(=[O:30])=[O:29])[C:9]2=[O:23])=[C:4]([F:24])[CH:3]=1.